This data is from Forward reaction prediction with 1.9M reactions from USPTO patents (1976-2016). The task is: Predict the product of the given reaction. (1) Given the reactants [Cl:1][C:2]1[CH:7]=[CH:6][C:5]([S:8]([CH:11]([C:25]2[CH:30]=[C:29]([F:31])[CH:28]=[CH:27][C:26]=2[F:32])[CH:12]2[CH2:17][CH2:16][N:15](C(OC(C)(C)C)=O)[CH2:14][CH2:13]2)(=[O:10])=[O:9])=[CH:4][CH:3]=1.FC(F)(F)C(O)=O.Cl.C(O)C, predict the reaction product. The product is: [ClH:1].[Cl:1][C:2]1[CH:7]=[CH:6][C:5]([S:8]([CH:11]([C:25]2[CH:30]=[C:29]([F:31])[CH:28]=[CH:27][C:26]=2[F:32])[CH:12]2[CH2:17][CH2:16][NH:15][CH2:14][CH2:13]2)(=[O:9])=[O:10])=[CH:4][CH:3]=1. (2) Given the reactants CC1(C)C(C)(C)OB([C:9]2[CH:14]=[CH:13][C:12]([NH:15][C:16](=[O:32])[O:17][C@@H:18]3[C@@H:23]([O:24][CH3:25])[C@@H:22]([O:26][CH2:27][CH3:28])[C@H:21]([O:29][CH3:30])[C@@H:20]([CH3:31])[O:19]3)=[CH:11][CH:10]=2)O1.Br[C:35]1[N:39]=[CH:38][N:37]([C:40]2[CH:45]=[CH:44][C:43]([O:46][C:47]([F:50])([F:49])[F:48])=[CH:42][CH:41]=2)[N:36]=1.C([O-])([O-])=O.[Na+].[Na+].COCCOC, predict the reaction product. The product is: [F:50][C:47]([F:48])([F:49])[O:46][C:43]1[CH:42]=[CH:41][C:40]([N:37]2[CH:38]=[N:39][C:35]([C:9]3[CH:10]=[CH:11][C:12]([NH:15][C:16](=[O:32])[O:17][C@@H:18]4[C@@H:23]([O:24][CH3:25])[C@@H:22]([O:26][CH2:27][CH3:28])[C@H:21]([O:29][CH3:30])[C@@H:20]([CH3:31])[O:19]4)=[CH:13][CH:14]=3)=[N:36]2)=[CH:45][CH:44]=1. (3) The product is: [NH4+:9].[N+:22]([C:25]1[CH:30]=[CH:29][C:28]([O:21][P:18]([CH:8]([NH:9][S:10]([C:13]2[S:14][CH:15]=[CH:16][CH:17]=2)(=[O:11])=[O:12])[CH2:7][C:1]2[CH:6]=[CH:5][CH:4]=[CH:3][CH:2]=2)(=[O:19])[O-:20])=[CH:27][CH:26]=1)([O-:24])=[O:23]. Given the reactants [C:1]1([CH2:7][CH:8]([P:18](=[O:21])([OH:20])[OH:19])[NH:9][S:10]([C:13]2[S:14][CH:15]=[CH:16][CH:17]=2)(=[O:12])=[O:11])[CH:6]=[CH:5][CH:4]=[CH:3][CH:2]=1.[N+:22]([C:25]1[CH:30]=[CH:29][C:28](O)=[CH:27][CH:26]=1)([O-:24])=[O:23].ClC(Cl)(Cl)C#N, predict the reaction product. (4) Given the reactants N#N.[C:3]([N:6]1[CH2:11][CH2:10][NH:9][CH2:8][CH2:7]1)(=[O:5])[CH3:4].[CH2:12]1CCN2[C:15](=[N:16]CCC2)[CH2:14][CH2:13]1.BrCCCC#N, predict the reaction product. The product is: [NH2:16][CH2:15][CH2:14][CH2:13][CH2:12][N:9]1[CH2:10][CH2:11][N:6]([C:3](=[O:5])[CH3:4])[CH2:7][CH2:8]1. (5) The product is: [CH:22]1([CH2:28][S:29]([N:5]([CH2:1][CH:2]([CH3:4])[CH3:3])[CH2:6][C:7]2[S:8][C:9]([C:12]3[CH:17]=[CH:16][CH:15]=[C:14]([S:18]([CH3:21])(=[O:20])=[O:19])[CH:13]=3)=[CH:10][CH:11]=2)(=[O:31])=[O:30])[CH2:27][CH2:26][CH2:25][CH2:24][CH2:23]1. Given the reactants [CH2:1]([NH:5][CH2:6][C:7]1[S:8][C:9]([C:12]2[CH:17]=[CH:16][CH:15]=[C:14]([S:18]([CH3:21])(=[O:20])=[O:19])[CH:13]=2)=[CH:10][CH:11]=1)[CH:2]([CH3:4])[CH3:3].[CH:22]1([CH2:28][S:29](Cl)(=[O:31])=[O:30])[CH2:27][CH2:26][CH2:25][CH2:24][CH2:23]1, predict the reaction product. (6) Given the reactants [CH3:1][NH:2][CH2:3][CH2:4][OH:5].CCN(CC)CC.[CH2:13]([O:20][C:21](Cl)=[O:22])[C:14]1[CH:19]=[CH:18][CH:17]=[CH:16][CH:15]=1, predict the reaction product. The product is: [CH2:13]([O:20][C:21](=[O:22])[N:2]([CH2:3][CH2:4][OH:5])[CH3:1])[C:14]1[CH:19]=[CH:18][CH:17]=[CH:16][CH:15]=1.